Dataset: Full USPTO retrosynthesis dataset with 1.9M reactions from patents (1976-2016). Task: Predict the reactants needed to synthesize the given product. (1) Given the product [N:32]1([C:23]([C:18]2[NH:19][C:20]3[C:16]([CH:17]=2)=[CH:15][C:14]([C:12]([N:9]2[CH2:10][CH2:11][N:6]([CH:1]4[CH2:2][CH2:3][CH2:4][CH2:5]4)[CH2:7][CH2:8]2)=[O:13])=[CH:22][CH:21]=3)=[O:24])[CH2:37][CH2:38][CH2:39][CH2:40][CH2:35][CH2:36]1, predict the reactants needed to synthesize it. The reactants are: [CH:1]1([N:6]2[CH2:11][CH2:10][N:9]([C:12]([C:14]3[CH:15]=[C:16]4[C:20](=[CH:21][CH:22]=3)[NH:19][C:18]([C:23](O)=[O:24])=[CH:17]4)=[O:13])[CH2:8][CH2:7]2)[CH2:5][CH2:4][CH2:3][CH2:2]1.Cl.F[B-](F)(F)F.[N:32]1(OC(N(C)C)=[N+](C)C)[C:36]2[CH:37]=[CH:38][CH:39]=[CH:40][C:35]=2N=N1.N1CCCCCC1.C(N(CC)C(C)C)(C)C. (2) Given the product [CH2:15]([C:22]1([OH:28])[CH2:27][CH2:26][N:25]([C:8]([C:7]2[CH:11]=[CH:12][CH:13]=[CH:14][C:6]=2[C:5]2[O:1][CH:2]=[N:3][CH:4]=2)=[O:10])[CH2:24][CH2:23]1)[C:16]1[CH:17]=[CH:18][CH:19]=[CH:20][CH:21]=1, predict the reactants needed to synthesize it. The reactants are: [O:1]1[C:5]([C:6]2[CH:14]=[CH:13][CH:12]=[CH:11][C:7]=2[C:8]([OH:10])=O)=[CH:4][N:3]=[CH:2]1.[CH2:15]([C:22]1([OH:28])[CH2:27][CH2:26][NH:25][CH2:24][CH2:23]1)[C:16]1[CH:21]=[CH:20][CH:19]=[CH:18][CH:17]=1.Cl.CN(C)CCCN=C=NCC.ON1C2C=CC=CC=2N=N1. (3) Given the product [Cl:1][C:2]1[CH:3]=[C:4]([CH:16]([NH:25][S@@:23]([C:20]([CH3:22])([CH3:21])[CH3:19])=[O:24])[CH3:17])[CH:5]=[N:6][C:7]=1[O:8][CH2:9][C:10]([F:15])([F:14])[CH:11]([F:13])[F:12], predict the reactants needed to synthesize it. The reactants are: [Cl:1][C:2]1[CH:3]=[C:4]([C:16](=O)[CH3:17])[CH:5]=[N:6][C:7]=1[O:8][CH2:9][C:10]([F:15])([F:14])[CH:11]([F:13])[F:12].[CH3:19][C:20]([S@:23]([NH2:25])=[O:24])([CH3:22])[CH3:21]. (4) The reactants are: C(Br)[C:2]1[CH:7]=[CH:6][CH:5]=[CH:4]C=1.ICCCCC.[CH3:15][C:16]1[N:17]=[C:18]([N:26]2[CH2:30][CH2:29][NH:28][C:27]2=[O:31])[S:19][C:20]=1[C:21]([O:23][CH2:24][CH3:25])=[O:22]. Given the product [CH3:15][C:16]1[N:17]=[C:18]([N:26]2[CH2:30][CH2:29][N:28]([CH2:4][CH2:5][CH2:6][CH2:7][CH3:2])[C:27]2=[O:31])[S:19][C:20]=1[C:21]([O:23][CH2:24][CH3:25])=[O:22], predict the reactants needed to synthesize it. (5) Given the product [CH2:22]([O:1][C:2]1[CH:3]=[C:4]2[C:9](=[CH:10][C:11]=1[O:12][CH3:13])[N:8]=[CH:7][NH:6][C:5]2=[O:14])[CH3:23], predict the reactants needed to synthesize it. The reactants are: [OH:1][C:2]1[CH:3]=[C:4]2[C:9](=[CH:10][C:11]=1[O:12][CH3:13])[N:8]=[CH:7][NH:6][C:5]2=[O:14].C([O-])([O-])=O.[Cs+].[Cs+].Br[CH2:22][CH3:23]. (6) Given the product [F:1][C:2]([F:9])([C:5]([F:8])([F:7])[F:6])[CH2:3][O:4][CH2:18][C:19]1[CH:23]=[CH:22][S:21][CH:20]=1, predict the reactants needed to synthesize it. The reactants are: [F:1][C:2]([F:9])([C:5]([F:8])([F:7])[F:6])[CH2:3][OH:4].C1COCC1.[H-].[Na+].Br[CH2:18][C:19]1[CH:23]=[CH:22][S:21][CH:20]=1. (7) Given the product [Cl:35][C:34]1[C:25]([NH:24][C:22]2[C:21]([Cl:36])=[CH:20][N:19]=[C:18]([NH:16][C:13]3[CH:14]=[CH:15][C:8]4[CH2:7][CH2:6][N:5]([CH2:4][CH2:3][O:2][CH3:1])[CH2:11][CH2:10][C:9]=4[CH:12]=3)[N:23]=2)=[C:26]([CH:31]=[CH:32][CH:33]=1)[C:27]([NH:29][CH3:30])=[O:28], predict the reactants needed to synthesize it. The reactants are: [CH3:1][O:2][CH2:3][CH2:4][N:5]1[CH2:11][CH2:10][C:9]2[CH:12]=[C:13]([NH2:16])[CH:14]=[CH:15][C:8]=2[CH2:7][CH2:6]1.Cl[C:18]1[N:23]=[C:22]([NH:24][C:25]2[C:34]([Cl:35])=[CH:33][CH:32]=[CH:31][C:26]=2[C:27]([NH:29][CH3:30])=[O:28])[C:21]([Cl:36])=[CH:20][N:19]=1. (8) Given the product [F:29][C:30]1[C:39]([F:40])=[C:38]([CH2:41][CH2:42][OH:43])[CH:37]=[CH:36][C:31]=1[O:32][CH2:33][CH2:34][N:26]1[CH2:25][CH2:24][C:22]2([O:21][CH2:20][CH2:19][N:18]([C:16]([C:14]3[N:15]=[C:11]([CH:8]([CH3:10])[CH3:9])[S:12][CH:13]=3)=[O:17])[CH2:23]2)[CH2:28][CH2:27]1, predict the reactants needed to synthesize it. The reactants are: FC(F)(F)C(O)=O.[CH:8]([C:11]1[S:12][CH:13]=[C:14]([C:16]([N:18]2[CH2:23][C:22]3([CH2:28][CH2:27][NH:26][CH2:25][CH2:24]3)[O:21][CH2:20][CH2:19]2)=[O:17])[N:15]=1)([CH3:10])[CH3:9].[F:29][C:30]1[C:39]([F:40])=[C:38]([CH2:41][CH2:42][OH:43])[CH:37]=[CH:36][C:31]=1[O:32][CH2:33][CH:34]=O.C(O[BH-](OC(=O)C)OC(=O)C)(=O)C.[Na+].